Task: Predict the product of the given reaction.. Dataset: Forward reaction prediction with 1.9M reactions from USPTO patents (1976-2016) (1) Given the reactants [C:1]1([CH3:19])[CH:6]=[CH:5][C:4]([N:7]2[C:11](C(O)=O)=[CH:10][C:9]([Si:15]([CH3:18])([CH3:17])[CH3:16])=[N:8]2)=[CH:3][CH:2]=1.C([N:22]([CH2:25]C)CC)C.C1(P(N=[N+]=[N-])(C2C=CC=CC=2)=[O:34])C=CC=CC=1.[C:44]([OH:48])([CH3:47])([CH3:46])[CH3:45], predict the reaction product. The product is: [C:44]([O:48][C:25](=[O:34])[NH:22][C:11]1[N:7]([C:4]2[CH:3]=[CH:2][C:1]([CH3:19])=[CH:6][CH:5]=2)[N:8]=[C:9]([Si:15]([CH3:16])([CH3:17])[CH3:18])[CH:10]=1)([CH3:47])([CH3:46])[CH3:45]. (2) The product is: [CH3:28][C:25]1[O:24][C:23]([C:2]2[CH:3]=[C:4]([NH:11][C:12](=[O:14])[CH3:13])[CH:5]=[C:6]([N+:8]([O-:10])=[O:9])[CH:7]=2)=[CH:27][CH:26]=1. Given the reactants Br[C:2]1[CH:3]=[C:4]([NH:11][C:12](=[O:14])[CH3:13])[CH:5]=[C:6]([N+:8]([O-:10])=[O:9])[CH:7]=1.CC1(C)C(C)(C)OB([C:23]2[O:24][C:25]([CH3:28])=[CH:26][CH:27]=2)O1.C(=O)([O-])[O-].[Na+].[Na+].O, predict the reaction product. (3) Given the reactants [NH:1]([C:5]1[CH:10]=[CH:9][CH:8]=[CH:7][C:6]=1[CH2:11][C:12](O)=O)[C:2]([CH3:4])=[O:3].[NH2:15][C:16]1[C:17](=[O:38])[N:18]([CH2:35][CH2:36][CH3:37])[C:19](=[O:34])[N:20]([CH2:23][CH2:24][C:25]2[CH:30]=[CH:29][C:28]([N+:31]([O-:33])=[O:32])=[CH:27][CH:26]=2)[C:21]=1[NH2:22], predict the reaction product. The product is: [NH:1]([C:5]1[CH:10]=[CH:9][CH:8]=[CH:7][C:6]=1[CH2:11][C:12]1[NH:15][C:16]2[C:17](=[O:38])[N:18]([CH2:35][CH2:36][CH3:37])[C:19](=[O:34])[N:20]([CH2:23][CH2:24][C:25]3[CH:30]=[CH:29][C:28]([N+:31]([O-:33])=[O:32])=[CH:27][CH:26]=3)[C:21]=2[N:22]=1)[C:2]([CH3:4])=[O:3]. (4) Given the reactants Cl[C:2]1[CH:3]=[C:4]([CH:9]=[CH:10][N:11]=1)[C:5]([O:7][CH3:8])=[O:6].C(=O)([O-])[O-].[K+].[K+].[F:18][C:19]1[CH:20]=[C:21](B2OC(C)(C)C(C)(C)O2)[CH:22]=[C:23]([F:29])[C:24]=1[C:25]([F:28])([F:27])[F:26].C(Cl)Cl, predict the reaction product. The product is: [F:18][C:19]1[CH:20]=[C:21]([C:2]2[CH:3]=[C:4]([CH:9]=[CH:10][N:11]=2)[C:5]([O:7][CH3:8])=[O:6])[CH:22]=[C:23]([F:29])[C:24]=1[C:25]([F:26])([F:27])[F:28].